Dataset: Reaction yield outcomes from USPTO patents with 853,638 reactions. Task: Predict the reaction yield, written as a fraction of the theoretical maximum amount of product (1.0 means a 100% yield; for example, 0.34 means a 34% yield). The reactants are [CH:1]([C:3]1[C:12]([O:13][C:14]2[CH:19]=[CH:18][C:17]([S:20]([CH3:23])(=[O:22])=[O:21])=[CH:16][CH:15]=2)=[CH:11][C:6]([C:7]([O:9][CH3:10])=[O:8])=[CH:5][C:4]=1[C:24]([O:26]C)=O)=O.Cl.NC.[BH3-][C:32]#[N:33].[Na+]. The catalyst is CO. The product is [CH3:32][N:33]1[C:24](=[O:26])[C:4]2[C:3](=[C:12]([O:13][C:14]3[CH:19]=[CH:18][C:17]([S:20]([CH3:23])(=[O:22])=[O:21])=[CH:16][CH:15]=3)[CH:11]=[C:6]([C:7]([O:9][CH3:10])=[O:8])[CH:5]=2)[CH2:1]1. The yield is 0.500.